From a dataset of Reaction yield outcomes from USPTO patents with 853,638 reactions. Predict the reaction yield, written as a fraction of the theoretical maximum amount of product (1.0 means a 100% yield; for example, 0.34 means a 34% yield). The reactants are [Cl:1][C:2]1[CH:7]=[CH:6][C:5]([C:8]2[C:12]([CH2:13][O:14][C:15]3[CH:23]=[CH:22][C:18]([C:19]([OH:21])=O)=[CH:17][N:16]=3)=[CH:11][O:10][N:9]=2)=[CH:4][CH:3]=1.[NH2:24][CH:25]1[CH2:28][N:27]([C:29]([O:31][C:32]([CH3:35])([CH3:34])[CH3:33])=[O:30])[CH2:26]1. No catalyst specified. The product is [C:32]([O:31][C:29]([N:27]1[CH2:28][CH:25]([NH:24][C:19]([C:18]2[CH:17]=[N:16][C:15]([O:14][CH2:13][C:12]3[C:8]([C:5]4[CH:4]=[CH:3][C:2]([Cl:1])=[CH:7][CH:6]=4)=[N:9][O:10][CH:11]=3)=[CH:23][CH:22]=2)=[O:21])[CH2:26]1)=[O:30])([CH3:35])([CH3:33])[CH3:34]. The yield is 0.680.